From a dataset of Forward reaction prediction with 1.9M reactions from USPTO patents (1976-2016). Predict the product of the given reaction. The product is: [OH:1][C@@H:2]([C@H:4]1[C:24](=[O:25])[N:6]2[C:7]([C:21]([O:23][CH2:37][O:36][C:34]([O:33][CH:30]3[CH2:29][CH2:28][O:27][CH2:32][CH2:31]3)=[O:35])=[O:22])=[C:8]([S:11]/[CH:12]=[CH:13]\[C:14]3[S:18][CH:17]=[N:16][C:15]=3[CH2:19][OH:20])[C@H:9]([CH3:10])[C@H:5]12)[CH3:3]. Given the reactants [OH:1][C@@H:2]([C@H:4]1[C:24](=[O:25])[N:6]2[C:7]([C:21]([O-:23])=[O:22])=[C:8]([S:11]/[CH:12]=[CH:13]\[C:14]3[S:18][CH:17]=[N:16][C:15]=3[CH2:19][OH:20])[C@H:9]([CH3:10])[C@H:5]12)[CH3:3].[Na+].[O:27]1[CH2:32][CH2:31][CH:30]([O:33][C:34]([O:36][CH2:37]I)=[O:35])[CH2:29][CH2:28]1, predict the reaction product.